Dataset: Retrosynthesis with 50K atom-mapped reactions and 10 reaction types from USPTO. Task: Predict the reactants needed to synthesize the given product. Given the product CCC1(c2cccc(OCc3ccccc3)c2)CCCCN(CCOC)C1=O, predict the reactants needed to synthesize it. The reactants are: CCC1(c2cccc(OCc3ccccc3)c2)CCCCN(CCO)C1=O.CI.